This data is from Full USPTO retrosynthesis dataset with 1.9M reactions from patents (1976-2016). The task is: Predict the reactants needed to synthesize the given product. (1) Given the product [Br:39][CH2:40][CH2:41][CH2:42][N:11]1[C:12]2[CH:17]=[CH:16][CH:15]=[CH:14][C:13]=2[N:9]([C:4]2[CH:5]=[CH:6][CH:7]=[CH:8][C:3]=2[O:2][CH3:1])[S:10]1(=[O:19])=[O:18], predict the reactants needed to synthesize it. The reactants are: [CH3:1][O:2][C:3]1[CH:8]=[CH:7][CH:6]=[CH:5][C:4]=1[N:9]1[C:13]2[CH:14]=[CH:15][CH:16]=[CH:17][C:12]=2[NH:11][S:10]1(=[O:19])=[O:18].C1(P(C2C=CC=CC=2)C2C=CC=CC=2)C=CC=CC=1.[Br:39][CH2:40][CH2:41][CH2:42]O.CC(OC(/N=N/C(OC(C)C)=O)=O)C. (2) Given the product [CH2:1]([O:3][C:4](=[O:9])[CH2:5][N:6]1[CH:14]=[C:11]([C:12]#[N:13])[N:8]=[N:7]1)[CH3:2], predict the reactants needed to synthesize it. The reactants are: [CH2:1]([O:3][C:4](=[O:9])[CH2:5][N:6]=[N+:7]=[N-:8])[CH3:2].Cl[C:11](=[CH2:14])[C:12]#[N:13].Cl. (3) Given the product [O:1]1[CH2:2][CH:3]=[C:4]([C:22]2[CH:23]=[C:24]([F:48])[C:25]3[O:26][C:27]4[C:32](=[CH:31][C:30]([C:41]5[C:42]([F:47])=[N:43][CH:44]=[CH:45][CH:46]=5)=[CH:29][CH:28]=4)[C@@:33]4([CH2:39][O:38][C:37]([NH2:40])=[N:36]4)[C:34]=3[CH:35]=2)[CH2:5][CH2:6]1, predict the reactants needed to synthesize it. The reactants are: [O:1]1[CH2:6][CH:5]=[C:4](B2OC(C)(C)C(C)(C)O2)[CH2:3][CH2:2]1.FC(F)(F)S(O[C:22]1[CH:35]=[C:34]2[C:25]([O:26][C:27]3[CH:28]=[CH:29][C:30]([C:41]4[C:42]([F:47])=[N:43][CH:44]=[CH:45][CH:46]=4)=[CH:31][C:32]=3[C@:33]32[CH2:39][O:38][C:37]([NH2:40])=[N:36]3)=[C:24]([F:48])[CH:23]=1)(=O)=O.C(=O)([O-])[O-].[Na+].[Na+]. (4) Given the product [CH2:3]([O:10][CH2:11][CH2:12][O:13][C:17]1[CH:18]=[CH:19][CH:20]=[C:15]([Br:14])[N:16]=1)[C:4]1[CH:9]=[CH:8][CH:7]=[CH:6][CH:5]=1, predict the reactants needed to synthesize it. The reactants are: [H-].[Na+].[CH2:3]([O:10][CH2:11][CH2:12][OH:13])[C:4]1[CH:9]=[CH:8][CH:7]=[CH:6][CH:5]=1.[Br:14][C:15]1[CH:20]=[CH:19][CH:18]=[C:17](Br)[N:16]=1. (5) The reactants are: [OH:1][CH2:2][CH2:3][N:4]1[C:9](=[O:10])[N:8]([CH2:11][CH2:12][OH:13])[C:7](=[O:14])[N:6]([CH2:15][CH2:16][OH:17])[C:5]1=[O:18].[SH:19][CH:20]([CH3:25])[CH2:21][C:22](O)=O.O.C1(C)[CH:32]=[CH:31][C:30]([S:33](O)(=O)=O)=[CH:29]C=1.C(=O)([O-])O.[Na+]. Given the product [SH:19][CH:20]([CH3:25])[CH2:21][CH2:22][O:17][CH2:16][CH2:15][N:6]1[C:5](=[O:18])[N:4]([CH2:3][CH2:2][O:1][CH2:22][CH2:21][CH:20]([SH:19])[CH3:25])[C:9](=[O:10])[N:8]([CH2:11][CH2:12][O:13][CH2:32][CH2:31][CH:30]([SH:33])[CH3:29])[C:7]1=[O:14], predict the reactants needed to synthesize it. (6) Given the product [C:34]([NH:37][CH2:38][CH2:39][NH:40][C:2]1[CH:3]=[C:4]([CH:25]=[CH:26][N:27]=1)[C:5]([NH:7][C:8]1[S:9][C:10]2[C:16]([N:17]3[CH2:22][CH2:21][O:20][CH2:19][CH2:18]3)=[CH:15][CH:14]=[C:13]([O:23][CH3:24])[C:11]=2[N:12]=1)=[O:6])(=[O:36])[CH3:35], predict the reactants needed to synthesize it. The reactants are: Br[C:2]1[CH:3]=[C:4]([CH:25]=[CH:26][N:27]=1)[C:5]([NH:7][C:8]1[S:9][C:10]2[C:16]([N:17]3[CH2:22][CH2:21][O:20][CH2:19][CH2:18]3)=[CH:15][CH:14]=[C:13]([O:23][CH3:24])[C:11]=2[N:12]=1)=[O:6].C(=O)([O-])[O-].[Cs+].[Cs+].[C:34]([NH:37][CH2:38][CH2:39][NH2:40])(=[O:36])[CH3:35]. (7) Given the product [CH3:1][C:2]1[S:3][C:4]2[C:13]3[C@H:12]([CH2:14][CH2:15][NH:16][C:17](=[O:19])[CH3:18])[CH2:11][CH2:10][C:9]=3[CH:8]=[CH:7][C:5]=2[N:6]=1, predict the reactants needed to synthesize it. The reactants are: [CH3:1][C:2]1[S:3][C:4]2[C:13]3[CH:12]([CH2:14][CH2:15][NH:16][C:17](=[O:19])[CH3:18])[CH2:11][CH2:10][C:9]=3[CH:8]=[CH:7][C:5]=2[N:6]=1.